From a dataset of Forward reaction prediction with 1.9M reactions from USPTO patents (1976-2016). Predict the product of the given reaction. (1) Given the reactants C(OC(N1CCC(=C/C=C/C2C=CC=CC=2)CC1)=O)(C)(C)C.[Cl:23][C:24]1[CH:29]=[CH:28][C:27](/[CH:30]=[CH:31]/[CH2:32]P(OCC)(OCC)=O)=[CH:26][CH:25]=1.C(P(=O)(OCC)OCC)C=CC1C=CC=CC=1.[CH3:58][C:59]1[N:64]=[C:63]([N:65]2[CH2:70][CH2:69][C:68](=O)[CH2:67][CH2:66]2)[C:62]([N+:72]([O-:74])=[O:73])=[CH:61][CH:60]=1, predict the reaction product. The product is: [Cl:23][C:24]1[CH:25]=[CH:26][C:27](/[CH:30]=[CH:31]/[CH:32]=[C:68]2[CH2:69][CH2:70][N:65]([C:63]3[C:62]([N+:72]([O-:74])=[O:73])=[CH:61][CH:60]=[C:59]([CH3:58])[N:64]=3)[CH2:66][CH2:67]2)=[CH:28][CH:29]=1. (2) Given the reactants [NH2:1][N:2]1[CH:6]=[CH:5][CH:4]=[C:3]1[C:7]([O:9][CH3:10])=[O:8].[C:11]([O:15][C:16]([NH:18][C@@H:19]([CH3:23])[C:20](O)=[O:21])=[O:17])([CH3:14])([CH3:13])[CH3:12].C(N(C(C)C)CC)(C)C.C(P1(=O)OP(CCC)(=O)OP(CCC)(=O)O1)CC, predict the reaction product. The product is: [C:11]([O:15][C:16]([NH:18][CH:19]([CH3:23])[C:20]([NH:1][N:2]1[CH:6]=[CH:5][CH:4]=[C:3]1[C:7]([O:9][CH3:10])=[O:8])=[O:21])=[O:17])([CH3:14])([CH3:13])[CH3:12].